This data is from Catalyst prediction with 721,799 reactions and 888 catalyst types from USPTO. The task is: Predict which catalyst facilitates the given reaction. Reactant: Br.[CH3:2][C:3]1([CH3:9])[NH:7][C:6]([NH2:8])=[N:5][CH2:4]1.[N:10]1[CH:15]=[CH:14][C:13]([C:16](=O)[CH2:17][C:18](OCC)=[O:19])=[CH:12][CH:11]=1.C(=O)([O-])[O-].[K+].[K+]. Product: [CH3:2][C:3]1([CH3:9])[CH2:4][N:5]2[C:18](=[O:19])[CH:17]=[C:16]([C:13]3[CH:14]=[CH:15][N:10]=[CH:11][CH:12]=3)[N:8]=[C:6]2[NH:7]1. The catalyst class is: 8.